This data is from Reaction yield outcomes from USPTO patents with 853,638 reactions. The task is: Predict the reaction yield, written as a fraction of the theoretical maximum amount of product (1.0 means a 100% yield; for example, 0.34 means a 34% yield). (1) The reactants are C([O:3][C:4]1[C:5]([O:22][CH2:23]C)=[CH:6][C:7]2[NH:13][C:12](=[S:14])[CH2:11][N:10]=[C:9]([C:15]3[CH:20]=[CH:19][CH:18]=[CH:17][CH:16]=3)[C:8]=2[CH:21]=1)C.I[CH3:26].I[CH2:28][CH3:29]. No catalyst specified. The product is [CH2:28]([N:13]1[C:7]2[CH:6]=[C:5]([O:22][CH3:23])[C:4]([O:3][CH3:26])=[CH:21][C:8]=2[C:9]([C:15]2[CH:20]=[CH:19][CH:18]=[CH:17][CH:16]=2)=[N:10][CH2:11][C:12]1=[S:14])[CH3:29]. The yield is 0.750. (2) The reactants are C[O:2][C:3](=[O:33])[CH2:4][C:5]1[CH:10]=[CH:9][C:8]([C:11]#[C:12][C:13]2[CH:22]=[C:21]([O:23][CH3:24])[C:20]3[CH:19]([N:25]([CH:27]4[CH2:29][CH2:28]4)[CH3:26])[CH2:18][CH2:17][C:16]([CH3:31])([CH3:30])[C:15]=3[CH:14]=2)=[CH:7][C:6]=1[F:32].[OH-].[Li+]. The catalyst is CO.O1CCCC1. The product is [CH:27]1([N:25]([CH3:26])[CH:19]2[CH2:18][CH2:17][C:16]([CH3:30])([CH3:31])[C:15]3[CH:14]=[C:13]([C:12]#[C:11][C:8]4[CH:9]=[CH:10][C:5]([CH2:4][C:3]([OH:33])=[O:2])=[C:6]([F:32])[CH:7]=4)[CH:22]=[C:21]([O:23][CH3:24])[C:20]2=3)[CH2:28][CH2:29]1. The yield is 0.350. (3) The reactants are [H-].[Na+].[Cl:3][C:4]1[CH:5]=[C:6]([C:11](=[N:25][OH:26])[CH:12]2[CH:17]3[CH:13]2[CH2:14][N:15]([C:18]([O:20][C:21]([CH3:24])([CH3:23])[CH3:22])=[O:19])[CH2:16]3)[CH:7]=[CH:8][C:9]=1[Cl:10].[CH2:27](I)[CH3:28]. The catalyst is CN(C=O)C. The product is [Cl:3][C:4]1[CH:5]=[C:6]([C:11](=[N:25][O:26][CH2:27][CH3:28])[CH:12]2[CH:17]3[CH:13]2[CH2:14][N:15]([C:18]([O:20][C:21]([CH3:23])([CH3:22])[CH3:24])=[O:19])[CH2:16]3)[CH:7]=[CH:8][C:9]=1[Cl:10]. The yield is 0.700. (4) The reactants are [C:1]([O:5][C:6]([N:8]1[CH2:12][CH2:11][C@H:10]([CH:13]([OH:18])[CH2:14][CH:15]([CH3:17])[CH3:16])[CH2:9]1)=[O:7])([CH3:4])([CH3:3])[CH3:2].[CH3:19][O:20][C:21]1[N:26]=[C:25]([CH3:27])[C:24](O)=[CH:23][CH:22]=1.C(P(CCCC)CCCC)CCC.C1CCN(C(/N=N/C(N2CCCCC2)=O)=O)CC1.C([O-])(O)=O.[Na+]. The catalyst is C1(C)C=CC=CC=1. The product is [C:1]([O:5][C:6]([N:8]1[CH2:12][CH2:11][C@H:10]([CH:13]([O:18][C:24]2[C:25]([CH3:27])=[N:26][C:21]([O:20][CH3:19])=[CH:22][CH:23]=2)[CH2:14][CH:15]([CH3:16])[CH3:17])[CH2:9]1)=[O:7])([CH3:4])([CH3:3])[CH3:2]. The yield is 0.130.